From a dataset of Full USPTO retrosynthesis dataset with 1.9M reactions from patents (1976-2016). Predict the reactants needed to synthesize the given product. (1) The reactants are: C(Br)(Br)(Br)Br.[C:6]([O:10][CH2:11][CH2:12][CH2:13][CH2:14][CH2:15][CH:16]([CH3:18])[CH3:17])(=[O:9])[CH:7]=[CH2:8]. Given the product [C:6]([O:10][CH2:11][CH2:12][CH2:13][CH2:14][CH2:15][CH:16]([CH3:18])[CH3:17])(=[O:9])[CH:7]=[CH2:8].[C:6]([OH:10])(=[O:9])[CH:7]=[CH2:8], predict the reactants needed to synthesize it. (2) Given the product [CH3:9][CH2:10][N:11]([CH:22]([CH3:26])[CH3:23])[CH:6]([CH3:3])[CH3:27], predict the reactants needed to synthesize it. The reactants are: Cl.Cl.[CH:3]1([C:6]2[N:11]=[CH:10][C:9](OC3C=CC(CCN)=CC=3)=CN=2)CC1.[CH2:22]1[CH2:26]OC[CH2:23]1.[CH3:27]N1C(=O)CCC1.